Dataset: Full USPTO retrosynthesis dataset with 1.9M reactions from patents (1976-2016). Task: Predict the reactants needed to synthesize the given product. (1) Given the product [CH3:35][O:36][CH2:23][C:24]1[NH:28][C:27]2[CH:32]=[C:33]([C:8]3[CH:7]=[CH:6][C:5]4[N:4]([N:3]=[C:2]([NH2:1])[N:18]=4)[C:9]=3[CH2:10][CH:12]3[CH2:17][CH2:16][O:15][CH2:14][CH2:13]3)[CH:22]=[CH:21][C:20]=2[N:25]=1, predict the reactants needed to synthesize it. The reactants are: [NH2:1][C:2]1[N:18]=[C:5]2[CH:6]=[CH:7][CH:8]=[C:9]([C:10]([CH:12]3[CH2:17][CH2:16][O:15][CH2:14][CH2:13]3)=O)[N:4]2[N:3]=1.Br[C:20]1[N:25]2N=[C:27](N)[N:28]=[C:24]2[CH:23]=[CH:22][CH:21]=1.C([Li])C[CH2:32][CH3:33].[CH3:35][O:36]N(C)C(C1CCOCC1)=O. (2) The reactants are: [N+:1]([C:4]1[CH:5]=[C:6]([C:10]2[O:11][CH:12]=[CH:13][C:14]=2[C:15]([OH:17])=[O:16])[CH:7]=[CH:8][CH:9]=1)([O-:3])=[O:2].[CH3:18]O. Given the product [CH3:18][O:16][C:15]([C:14]1[CH:13]=[CH:12][O:11][C:10]=1[C:6]1[CH:7]=[CH:8][CH:9]=[C:4]([N+:1]([O-:3])=[O:2])[CH:5]=1)=[O:17], predict the reactants needed to synthesize it. (3) Given the product [OH:4][C@H:5]1[CH2:22][CH2:21][C@@:20]2([CH3:23])[C@@H:7]([CH2:8][CH2:9][C@:10]3([CH3:42])[C@@H:19]2[CH2:18][CH2:17][C@H:16]2[C@@:11]3([CH3:41])[CH2:12][CH2:13][C@@:14]3([CH2:31][CH2:32][NH:33][C:34](=[O:35])[O:36][C:37]([CH3:40])([CH3:39])[CH3:38])[CH2:26][C:25](=[O:27])[C:24]([CH:28]([CH3:30])[CH3:29])=[C:15]32)[C:6]1([CH3:43])[CH3:44], predict the reactants needed to synthesize it. The reactants are: C([O:4][C@H:5]1[CH2:22][CH2:21][C@@:20]2([CH3:23])[C@@H:7]([CH2:8][CH2:9][C@:10]3([CH3:42])[C@@H:19]2[CH2:18][CH2:17][C@H:16]2[C@@:11]3([CH3:41])[CH2:12][CH2:13][C@@:14]3([CH2:31][CH2:32][NH:33][C:34]([O:36][C:37]([CH3:40])([CH3:39])[CH3:38])=[O:35])[CH2:26][C:25](=[O:27])[C:24]([CH:28]([CH3:30])[CH3:29])=[C:15]32)[C:6]1([CH3:44])[CH3:43])(=O)C.[OH-].[Na+].O.CCOC(C)=O. (4) Given the product [CH2:24]([N:28]1[CH2:21][CH:7]([C:1]2[CH:6]=[CH:5][CH:4]=[CH:3][CH:2]=2)[C:8]([C:10]2[CH:20]=[CH:19][C:13]3[O:14][CH2:15][C:16](=[O:18])[NH:17][C:12]=3[CH:11]=2)=[N:29]1)[CH2:25][CH2:26][CH3:27], predict the reactants needed to synthesize it. The reactants are: [C:1]1([C:7](=[CH2:21])[C:8]([C:10]2[CH:20]=[CH:19][C:13]3[O:14][CH2:15][C:16](=[O:18])[NH:17][C:12]=3[CH:11]=2)=O)[CH:6]=[CH:5][CH:4]=[CH:3][CH:2]=1.Cl.Cl.[CH2:24]([NH:28][NH2:29])[CH2:25][CH2:26][CH3:27].N1C=CC=CC=1. (5) Given the product [C:15]1([CH2:14][N:13]([CH2:21][C:22]2[CH:27]=[CH:26][CH:25]=[CH:24][CH:23]=2)[C:10]2[CH:11]=[CH:12][C:7]([B:32]([OH:33])[OH:31])=[CH:8][CH:9]=2)[CH:20]=[CH:19][CH:18]=[CH:17][CH:16]=1, predict the reactants needed to synthesize it. The reactants are: C([Li])CCC.Br[C:7]1[CH:12]=[CH:11][C:10]([N:13]([CH2:21][C:22]2[CH:27]=[CH:26][CH:25]=[CH:24][CH:23]=2)[CH2:14][C:15]2[CH:20]=[CH:19][CH:18]=[CH:17][CH:16]=2)=[CH:9][CH:8]=1.C([O:31][B:32](OC(C)C)[O:33]C(C)C)(C)C. (6) Given the product [OH:16][CH2:15][CH2:14][CH2:13][S:11][C:1]1[C:10]2[C:5](=[CH:6][CH:7]=[CH:8][CH:9]=2)[CH:4]=[CH:3][CH:2]=1, predict the reactants needed to synthesize it. The reactants are: [C:1]1([SH:11])[C:10]2[C:5](=[CH:6][CH:7]=[CH:8][CH:9]=2)[CH:4]=[CH:3][CH:2]=1.Br[CH2:13][CH2:14][CH2:15][OH:16]. (7) Given the product [C:15]([OH:14])(=[O:25])/[CH:18]=[CH:34]/[C:33]([OH:36])=[O:35].[CH2:19]([CH:3]([CH2:1][CH3:2])[CH2:4][N:5]([CH2:24][C:23]1[C:26]([F:30])=[CH:27][CH:28]=[CH:29][C:22]=1[Cl:21])[CH:6]1[CH2:7][CH2:8][NH:9][CH2:10][CH2:11]1)[CH3:20], predict the reactants needed to synthesize it. The reactants are: [CH2:1]([CH:3]([CH2:19][CH3:20])[CH2:4][NH:5][CH:6]1[CH2:11][CH2:10][N:9](C([O:14][C:15]([CH3:18])(C)C)=O)[CH2:8][CH2:7]1)[CH3:2].[Cl:21][C:22]1[CH:29]=[CH:28][CH:27]=[C:26]([F:30])[C:23]=1[CH:24]=[O:25].CO.[C:33]([O:36]CC)(=[O:35])[CH3:34]. (8) Given the product [Br:1][C:2]1[CH:3]=[CH:4][C:5]([S:8]([N:13]([CH:14]2[CH2:19][CH2:18][S:17](=[O:21])(=[O:20])[CH2:16][CH2:15]2)[CH3:12])(=[O:10])=[O:9])=[N:6][CH:7]=1, predict the reactants needed to synthesize it. The reactants are: [Br:1][C:2]1[CH:3]=[CH:4][C:5]([S:8](Cl)(=[O:10])=[O:9])=[N:6][CH:7]=1.[CH3:12][NH:13][CH:14]1[CH2:19][CH2:18][S:17](=[O:21])(=[O:20])[CH2:16][CH2:15]1.CCN(C(C)C)C(C)C. (9) Given the product [F:1][C:2]1[CH:3]=[C:4]([CH:8]([C:10]2[N:11]([CH3:16])[C:12]([NH:26][CH2:25][CH2:24][CH2:23][N:17]3[CH2:22][CH2:21][CH2:20][CH2:19][CH2:18]3)=[N:13][CH:14]=2)[OH:9])[CH:5]=[CH:6][CH:7]=1, predict the reactants needed to synthesize it. The reactants are: [F:1][C:2]1[CH:3]=[C:4]([CH:8]([C:10]2[N:11]([CH3:16])[C:12](Cl)=[N:13][CH:14]=2)[OH:9])[CH:5]=[CH:6][CH:7]=1.[N:17]1([CH2:23][CH2:24][CH2:25][NH2:26])[CH2:22][CH2:21][CH2:20][CH2:19][CH2:18]1.C(N(C(C)C)CC)(C)C. (10) Given the product [O:1]1[C:5]2[CH:6]=[CH:7][C:8]([C:10](=[O:11])[CH2:18][S:19][C@H:20]3[C:23](=[O:24])[N:22]([C:25]4[CH:26]=[CH:27][C:28]([F:31])=[CH:29][CH:30]=4)[C@@H:21]3[C:32]3[CH:33]=[CH:34][C:35]([O:36][CH2:37][C:38]([OH:40])=[O:39])=[CH:45][CH:46]=3)=[CH:9][C:4]=2[O:3][CH2:2]1, predict the reactants needed to synthesize it. The reactants are: [O:1]1[C:5]2[CH:6]=[CH:7][C:8]([C:10]3([CH2:18][S:19][C@H:20]4[C:23](=[O:24])[N:22]([C:25]5[CH:30]=[CH:29][C:28]([F:31])=[CH:27][CH:26]=5)[C@@H:21]4[C:32]4[CH:46]=[CH:45][C:35]([O:36][CH2:37][C:38]([O:40]C(C)(C)C)=[O:39])=[CH:34][CH:33]=4)OCC(C)(C)C[O:11]3)=[CH:9][C:4]=2[O:3][CH2:2]1.